This data is from Peptide-MHC class II binding affinity with 134,281 pairs from IEDB. The task is: Regression. Given a peptide amino acid sequence and an MHC pseudo amino acid sequence, predict their binding affinity value. This is MHC class II binding data. (1) The peptide sequence is AQGKAFYEAVAKAHQ. The MHC is HLA-DQA10501-DQB10201 with pseudo-sequence HLA-DQA10501-DQB10201. The binding affinity (normalized) is 0.159. (2) The peptide sequence is EKKYFQATQFEPLAA. The MHC is HLA-DQA10101-DQB10501 with pseudo-sequence HLA-DQA10101-DQB10501. The binding affinity (normalized) is 0.465. (3) The peptide sequence is EYKSDYVYEPFPKEV. The MHC is HLA-DQA10301-DQB10302 with pseudo-sequence HLA-DQA10301-DQB10302. The binding affinity (normalized) is 0.137. (4) The peptide sequence is NDNNLYKLHGGHVSC. The MHC is DRB1_0404 with pseudo-sequence DRB1_0404. The binding affinity (normalized) is 0.106. (5) The peptide sequence is LSEFGKAKGSRAIWY. The MHC is DRB1_1301 with pseudo-sequence DRB1_1301. The binding affinity (normalized) is 0.787.